From a dataset of Forward reaction prediction with 1.9M reactions from USPTO patents (1976-2016). Predict the product of the given reaction. Given the reactants Cl.[F:2][C:3]1[CH:8]=[CH:7][C:6]([CH:9]2[CH2:13][CH2:12][NH:11][CH2:10]2)=[CH:5][CH:4]=1.[F:14][C:15]1[CH:20]=[CH:19][C:18]([C:21]2[O:22][C:23]3[CH:33]=[CH:32][C:31]([C:34]4[CH:35]=[C:36]([CH:40]=[CH:41][CH:42]=4)[C:37](O)=[O:38])=[CH:30][C:24]=3[C:25]=2[C:26](=[O:29])[NH:27][CH3:28])=[CH:17][CH:16]=1.CN(C(ON1N=NC2C=CC=NC1=2)=[N+](C)C)C.F[P-](F)(F)(F)(F)F.CCN(C(C)C)C(C)C, predict the reaction product. The product is: [F:14][C:15]1[CH:20]=[CH:19][C:18]([C:21]2[O:22][C:23]3[CH:33]=[CH:32][C:31]([C:34]4[CH:42]=[CH:41][CH:40]=[C:36]([C:37]([N:11]5[CH2:12][CH2:13][CH:9]([C:6]6[CH:5]=[CH:4][C:3]([F:2])=[CH:8][CH:7]=6)[CH2:10]5)=[O:38])[CH:35]=4)=[CH:30][C:24]=3[C:25]=2[C:26]([NH:27][CH3:28])=[O:29])=[CH:17][CH:16]=1.